Dataset: Full USPTO retrosynthesis dataset with 1.9M reactions from patents (1976-2016). Task: Predict the reactants needed to synthesize the given product. (1) Given the product [C:1]([O:5][C:6]([NH:8][C@H:9]([C:22]([O:24][CH3:25])=[O:23])[CH2:10][C:11]1[C:19]2[C:14](=[CH:15][CH:16]=[CH:17][CH:18]=2)[N:13]([CH2:20][CH3:21])[CH:12]=1)=[O:7])([CH3:2])([CH3:3])[CH3:4], predict the reactants needed to synthesize it. The reactants are: [C:1]([O:5][C:6]([NH:8][C@H:9]([C:22]([OH:24])=[O:23])[CH2:10][C:11]1[C:19]2[C:14](=[CH:15][CH:16]=[CH:17][CH:18]=2)[N:13]([CH2:20][CH3:21])[CH:12]=1)=[O:7])([CH3:4])([CH3:3])[CH3:2].[C:25](=O)([O-])[O-].[K+].[K+].IC. (2) Given the product [C:1]([N:4]1[C:13]2[C:8](=[CH:9][C:10]([C:14]#[N:15])=[CH:11][CH:12]=2)[C@H:7]([NH:16][C:17]2[C:22]([CH2:23][OH:24])=[CH:21][CH:20]=[C:19]([CH3:32])[N:18]=2)[C@@H:6]([CH3:33])[C@@H:5]1[CH:34]1[CH2:36][CH2:35]1)(=[O:3])[CH3:2], predict the reactants needed to synthesize it. The reactants are: [C:1]([N:4]1[C:13]2[C:8](=[CH:9][C:10]([C:14]#[N:15])=[CH:11][CH:12]=2)[C@H:7]([NH:16][C:17]2[C:22]([CH2:23][O:24][Si](C(C)(C)C)(C)C)=[CH:21][CH:20]=[C:19]([CH3:32])[N:18]=2)[C@@H:6]([CH3:33])[C@@H:5]1[CH:34]1[CH2:36][CH2:35]1)(=[O:3])[CH3:2].CCCC[N+](CCCC)(CCCC)CCCC.[F-].C1COCC1. (3) Given the product [F:19][C:12]1[C:13]([C:16](=[O:18])[CH3:17])=[C:14]2[C:9](=[CH:10][CH:11]=1)[N:8]=[C:7]([CH3:20])[C:6]([NH:5][C:1]1([CH3:4])[CH2:3][CH2:2]1)=[N:15]2, predict the reactants needed to synthesize it. The reactants are: [C:1]([NH:5][C:6]1[C:7]([CH3:20])=[N:8][C:9]2[C:14]([N:15]=1)=[C:13]([C:16](=[O:18])[CH3:17])[C:12]([F:19])=[CH:11][CH:10]=2)([CH3:4])([CH3:3])[CH3:2].BrC1C(F)=CC=C2C=1N=C(NC1(C)CC1)C(C)=N2. (4) Given the product [NH2:13][C:12]1[O:28][C:27]2[N:23]([CH3:22])[N:24]=[C:25]([CH3:29])[C:26]=2[CH:6]([C:5]2[CH:8]=[CH:9][C:2]([F:1])=[CH:3][CH:4]=2)[C:11]=1[C:10]#[N:14], predict the reactants needed to synthesize it. The reactants are: [F:1][C:2]1[CH:9]=[CH:8][C:5]([CH:6]=O)=[CH:4][CH:3]=1.[C:10](#[N:14])[CH2:11][C:12]#[N:13].C(N(CC)CC)C.[CH3:22][N:23]1[C:27](=[O:28])[CH2:26][C:25]([CH3:29])=[N:24]1. (5) Given the product [C:1]([Si:5]([CH3:23])([CH3:24])[O:6][C@H:7]1[C@H:11]2[O:12][CH2:13][C@H:14]([C:27]#[N:29])[C@H:10]2[O:9][CH2:8]1)([CH3:2])([CH3:3])[CH3:4], predict the reactants needed to synthesize it. The reactants are: [C:1]([Si:5]([CH3:24])([CH3:23])[O:6][C@H:7]1[C@H:11]2[O:12][CH2:13][C@@H:14](OS(C(F)(F)F)(=O)=O)[C@H:10]2[O:9][CH2:8]1)([CH3:4])([CH3:3])[CH3:2].[Cl-].[NH4+].[C:27](#[N:29])C. (6) Given the product [CH3:1][C:2]1[C:6]([C:7]2[CH:17]=[C:16]([C:29]3[C:38]([C:39]([F:40])([F:41])[F:42])=[CH:37][CH:36]=[C:35]4[C:30]=3[CH:31]=[CH:32][CH:33]=[N:34]4)[C:10]3[N:11]([CH3:15])[C:12](=[O:14])[NH:13][C:9]=3[CH:8]=2)=[C:5]([CH3:27])[O:4][N:3]=1, predict the reactants needed to synthesize it. The reactants are: [CH3:1][C:2]1[C:6]([C:7]2[CH:17]=[C:16](B3OC(C)(C)C(C)(C)O3)[C:10]3[N:11]([CH3:15])[C:12](=[O:14])[NH:13][C:9]=3[CH:8]=2)=[C:5]([CH3:27])[O:4][N:3]=1.Br[C:29]1[C:38]([C:39]([F:42])([F:41])[F:40])=[CH:37][CH:36]=[C:35]2[C:30]=1[CH:31]=[CH:32][CH:33]=[N:34]2.C([O-])([O-])=O.[Cs+].[Cs+]. (7) The reactants are: C(Cl)(=O)C(Cl)=O.CS(C)=O.[F:11][C:12]1[CH:17]=[CH:16][C:15]([C:18]([CH3:23])([CH3:22])[CH2:19][CH2:20][OH:21])=[CH:14][CH:13]=1.C(N(CC)CC)C. Given the product [F:11][C:12]1[CH:13]=[CH:14][C:15]([C:18]([CH3:23])([CH3:22])[CH2:19][CH:20]=[O:21])=[CH:16][CH:17]=1, predict the reactants needed to synthesize it.